From a dataset of Full USPTO retrosynthesis dataset with 1.9M reactions from patents (1976-2016). Predict the reactants needed to synthesize the given product. Given the product [CH3:1][C:2]1[CH:3]=[N:4][N:5]([CH2:7][C:8]2[CH:24]=[CH:23][C:11]([CH2:12][N:13]3[CH:17]=[C:16]([C:18]([OH:20])=[O:19])[CH:15]=[N:14]3)=[CH:10][CH:9]=2)[CH:6]=1, predict the reactants needed to synthesize it. The reactants are: [CH3:1][C:2]1[CH:3]=[N:4][N:5]([CH2:7][C:8]2[CH:24]=[CH:23][C:11]([CH2:12][N:13]3[CH:17]=[C:16]([C:18]([O:20]CC)=[O:19])[CH:15]=[N:14]3)=[CH:10][CH:9]=2)[CH:6]=1.[OH-].[Li+].